From a dataset of NCI-60 drug combinations with 297,098 pairs across 59 cell lines. Regression. Given two drug SMILES strings and cell line genomic features, predict the synergy score measuring deviation from expected non-interaction effect. Drug 1: CCN(CC)CCNC(=O)C1=C(NC(=C1C)C=C2C3=C(C=CC(=C3)F)NC2=O)C. Synergy scores: CSS=42.2, Synergy_ZIP=6.07, Synergy_Bliss=6.43, Synergy_Loewe=1.66, Synergy_HSA=5.46. Drug 2: CCCCC(=O)OCC(=O)C1(CC(C2=C(C1)C(=C3C(=C2O)C(=O)C4=C(C3=O)C=CC=C4OC)O)OC5CC(C(C(O5)C)O)NC(=O)C(F)(F)F)O. Cell line: MDA-MB-231.